Dataset: Forward reaction prediction with 1.9M reactions from USPTO patents (1976-2016). Task: Predict the product of the given reaction. (1) Given the reactants [CH:1]1([CH:7]([NH:26][C:27]2[CH:32]=[CH:31][C:30]([C:33]([N:35]([CH3:43])[CH2:36][CH2:37][C:38]([O:40]CC)=[O:39])=[O:34])=[CH:29][CH:28]=2)[C:8]2[O:9][C:10]3[CH:17]=[CH:16][C:15]([O:18][CH2:19][C:20]4[CH:21]=[N:22][CH:23]=[CH:24][CH:25]=4)=[CH:14][C:11]=3[C:12]=2[CH3:13])[CH2:6][CH2:5][CH2:4][CH2:3][CH2:2]1.[OH-].[Na+], predict the reaction product. The product is: [CH:1]1([CH:7]([NH:26][C:27]2[CH:28]=[CH:29][C:30]([C:33]([N:35]([CH3:43])[CH2:36][CH2:37][C:38]([OH:40])=[O:39])=[O:34])=[CH:31][CH:32]=2)[C:8]2[O:9][C:10]3[CH:17]=[CH:16][C:15]([O:18][CH2:19][C:20]4[CH:21]=[N:22][CH:23]=[CH:24][CH:25]=4)=[CH:14][C:11]=3[C:12]=2[CH3:13])[CH2:6][CH2:5][CH2:4][CH2:3][CH2:2]1. (2) Given the reactants [O:1]1[C@@H:13]2[C@@:14]34[CH2:16][CH2:17][N:18]([CH3:19])[C@@H:8]([C@:9]3([O:38][CH3:39])[CH2:10][CH2:11][C@H:12]2[N:20](C(OC(C)(C)C)=O)[C:21]([NH:23]C(OC(C)(C)C)=O)=[NH:22])[CH2:7][C:6]2=[C:15]4[C:2]1=[C:3]([OH:40])[CH:4]=[CH:5]2.[ClH:41], predict the reaction product. The product is: [ClH:41].[ClH:41].[O:1]1[C@@H:13]2[C@@:14]34[CH2:16][CH2:17][N:18]([CH3:19])[C@@H:8]([C@:9]3([O:38][CH3:39])[CH2:10][CH2:11][C@H:12]2[NH:20][C:21]([NH2:23])=[NH:22])[CH2:7][C:6]2=[C:15]4[C:2]1=[C:3]([OH:40])[CH:4]=[CH:5]2.